Task: Predict the reaction yield, written as a fraction of the theoretical maximum amount of product (1.0 means a 100% yield; for example, 0.34 means a 34% yield).. Dataset: Reaction yield outcomes from USPTO patents with 853,638 reactions (1) The reactants are Cl.[CH3:2][NH:3][O:4][CH3:5].F[P-](F)(F)(F)(F)F.C[N+](C)=C(N(C)C)ON1C2N=CC=CC=2N=N1.C(N(CC)C(C)C)(C)C.[Br:39][C:40]1[CH:41]=[CH:42][C:43]([C:46]([OH:48])=O)=[N:44][CH:45]=1. The catalyst is CN(C)C=O. The product is [Br:39][C:40]1[CH:41]=[CH:42][C:43]([C:46]([N:3]([O:4][CH3:5])[CH3:2])=[O:48])=[N:44][CH:45]=1. The yield is 0.600. (2) The reactants are [C:1]1(B(O)[OH:8])[CH:6]=[CH:5][CH:4]=[CH:3][CH:2]=1.Br[C:11]1[C:16]([C:17]([F:20])([F:19])[F:18])=[CH:15][C:14]([NH:21][C:22]2[N:26]=[C:25]([NH2:27])[NH:24][N:23]=2)=[CH:13][C:12]=1[Cl:28].CN1C(C)(C)CC(SC2C=CC(B3OC(C)(C)C(C)(C)O3)=CC=2)CC1(C)C.[OH2:56].[O-]P([O-])([O-])=O.[K+].[K+].[K+]. The catalyst is C(#N)C.[CH-]1C(P(C2C=CC=CC=2)C2C=CC=CC=2)=CC=C1.[CH-]1C(P(C2C=CC=CC=2)C2C=CC=CC=2)=CC=C1.[Fe+2].Cl[Pd]Cl. The product is [F:18][C:17]([F:20])([F:19])[C:16]([OH:8])=[O:56].[Cl:28][C:12]1[CH:13]=[C:14]([NH:21][C:22]2[N:26]=[C:25]([NH2:27])[NH:24][N:23]=2)[CH:15]=[C:16]([C:17]([F:20])([F:19])[F:18])[C:11]=1[C:1]1[CH:6]=[CH:5][CH:4]=[CH:3][CH:2]=1. The yield is 0.0900.